From a dataset of Full USPTO retrosynthesis dataset with 1.9M reactions from patents (1976-2016). Predict the reactants needed to synthesize the given product. (1) Given the product [NH:17]1[CH:18]=[C:21]([C:33]2[N:38]3[N:39]=[CH:40][N:41]=[C:37]3[C:36]([NH:42][C:43]3[CH:44]=[CH:45][C:46]([N:51]4[CH2:56][CH2:55][O:54][CH2:53][CH2:52]4)=[C:47]([CH2:49][OH:50])[CH:48]=3)=[N:35][CH:34]=2)[CH:30]=[N:29]1, predict the reactants needed to synthesize it. The reactants are: CN1CCN(C2C=CC(NC3C4[N:17]([N:29]=[CH:30]N=4)[C:18]([C:21]4C=C(C(N)=O)SC=4)=CN=3)=CC=2)CC1.Br[C:33]1[N:38]2[N:39]=[CH:40][N:41]=[C:37]2[C:36]([NH:42][C:43]2[CH:44]=[CH:45][C:46]([N:51]3[CH2:56][CH2:55][O:54][CH2:53][CH2:52]3)=[C:47]([CH2:49][OH:50])[CH:48]=2)=[N:35][CH:34]=1.CC1(C)C(C)(C)OB(C2C=NNC=2)O1. (2) Given the product [CH3:32][O:33][CH2:34][CH2:35][N:18]1[CH2:19][CH2:20][N:15]([C:12]2[CH:13]=[CH:14][C:9]([N:6]3[CH2:7][CH2:8][CH:3]([O:2][CH3:1])[CH2:4][CH2:5]3)=[CH:10][C:11]=2[C:21]2[CH2:26][CH2:25][C:24]3([CH2:31][CH2:30][CH2:29][CH2:28][CH2:27]3)[CH2:23][CH:22]=2)[CH2:16][CH2:17]1, predict the reactants needed to synthesize it. The reactants are: [CH3:1][O:2][CH:3]1[CH2:8][CH2:7][N:6]([C:9]2[CH:14]=[CH:13][C:12]([N:15]3[CH2:20][CH2:19][NH:18][CH2:17][CH2:16]3)=[C:11]([C:21]3[CH2:26][CH2:25][C:24]4([CH2:31][CH2:30][CH2:29][CH2:28][CH2:27]4)[CH2:23][CH:22]=3)[CH:10]=2)[CH2:5][CH2:4]1.[CH3:32][O:33][CH2:34][CH2:35]Br.C(=O)([O-])[O-].[K+].[K+].C(#N)C. (3) Given the product [NH2:20][C:11]1[CH:10]=[C:9]([O:8][CH2:1][C:2]2[CH:7]=[CH:6][CH:5]=[CH:4][CH:3]=2)[C:14]([O:15][CH3:16])=[CH:13][C:12]=1[C:17](=[O:19])[CH3:18], predict the reactants needed to synthesize it. The reactants are: [CH2:1]([O:8][C:9]1[C:14]([O:15][CH3:16])=[CH:13][C:12]([C:17](=[O:19])[CH3:18])=[C:11]([N+:20]([O-])=O)[CH:10]=1)[C:2]1[CH:7]=[CH:6][CH:5]=[CH:4][CH:3]=1.[Cl-].[NH4+].C(O)C. (4) Given the product [Cl:16][C:13]1[CH:14]=[CH:15][C:10]([CH2:9][NH:8][C@H:6]([CH3:7])[CH2:5][C:4]([OH:25])=[O:3])=[C:11]([F:24])[C:12]=1[O:17][C:18]1[CH:23]=[CH:22][CH:21]=[CH:20][CH:19]=1, predict the reactants needed to synthesize it. The reactants are: C([O:3][C:4](=[O:25])[CH2:5][C@H:6]([NH:8][CH2:9][C:10]1[CH:15]=[CH:14][C:13]([Cl:16])=[C:12]([O:17][C:18]2[CH:23]=[CH:22][CH:21]=[CH:20][CH:19]=2)[C:11]=1[F:24])[CH3:7])C.CO.O.O.[OH-].[Li+]. (5) Given the product [CH2:15]([N:1]1[C:9]2[C:4](=[CH:5][CH:6]=[CH:7][CH:8]=2)[C:3]([C:10]([OH:12])=[O:11])=[CH:2]1)[C:16]1[CH:21]=[CH:20][CH:19]=[CH:18][CH:17]=1, predict the reactants needed to synthesize it. The reactants are: [NH:1]1[C:9]2[C:4](=[CH:5][CH:6]=[CH:7][CH:8]=2)[C:3]([C:10]([OH:12])=[O:11])=[CH:2]1.[H-].[Na+].[CH2:15](Br)[C:16]1[CH:21]=[CH:20][CH:19]=[CH:18][CH:17]=1.